From a dataset of Full USPTO retrosynthesis dataset with 1.9M reactions from patents (1976-2016). Predict the reactants needed to synthesize the given product. (1) Given the product [O:21]=[C:20]1[C:4]2[C:5]3[C:6](=[C:7]([C:11]4[CH:12]=[CH:13][CH:14]=[CH:15][CH:16]=4)[NH:8][C:9]=3[CH:10]=[C:2]([NH:1][C:22](=[O:29])[C:23]3[CH:28]=[CH:27][CH:26]=[CH:25][CH:24]=3)[CH:3]=2)[CH:17]=[N:18][NH:19]1, predict the reactants needed to synthesize it. The reactants are: [NH2:1][C:2]1[CH:3]=[C:4]2[C:20](=[O:21])[NH:19][N:18]=[CH:17][C:6]3=[C:7]([C:11]4[CH:16]=[CH:15][CH:14]=[CH:13][CH:12]=4)[NH:8][C:9]([CH:10]=1)=[C:5]23.[C:22](O)(=[O:29])[C:23]1[CH:28]=[CH:27][CH:26]=[CH:25][CH:24]=1.C(N(CC)CC)C.F[P-](F)(F)(F)(F)F.N1(OC(N(C)C)=[N+](C)C)C2N=CC=CC=2N=N1. (2) Given the product [Br:1][C:2]1[CH:11]=[CH:10][C:9]([OH:8])=[C:4]([CH:5]([C:13]2[CH:14]=[CH:15][CH:16]=[CH:17][CH:18]=2)[CH2:6][CH2:7][OH:12])[CH:3]=1, predict the reactants needed to synthesize it. The reactants are: [Br:1][C:2]1[CH:3]=[C:4]2[C:9](=[CH:10][CH:11]=1)[O:8][C:7](=[O:12])[CH2:6][CH:5]2[C:13]1[CH:18]=[CH:17][CH:16]=[CH:15][CH:14]=1.O1CCCC1.[BH4-].[Na+]. (3) Given the product [C:1]([O:5][C:6]([NH:8][NH:21][CH2:20][C:35]1[S:30][C:27]2[CH:28]=[CH:29][CH:24]=[CH:25][C:26]=2[CH:36]=1)=[O:7])([CH3:4])([CH3:3])[CH3:2], predict the reactants needed to synthesize it. The reactants are: [C:1]([O:5][C:6]([NH:8]C=CC1NC2C=CC=CC=2C=1)=[O:7])([CH3:4])([CH3:3])[CH3:2].[C:20]([BH3-])#[N:21].[Na+].[C:24]1(C)[CH:29]=[CH:28][C:27]([S:30](O)(=O)=O)=[CH:26][CH:25]=1.[CH2:35]1COC[CH2:36]1. (4) The reactants are: [C:1]12([CH2:11][O:12][C:13]3[C:22]([CH:23]4[CH2:25][CH2:24]4)=[CH:21][C:16]([C:17]([O:19]C)=[O:18])=[CH:15][N:14]=3)[CH2:10][CH:5]3[CH2:6][CH:7]([CH2:9][CH:3]([CH2:4]3)[CH2:2]1)[CH2:8]2.O.[OH-].[Li+]. Given the product [C:1]12([CH2:11][O:12][C:13]3[C:22]([CH:23]4[CH2:25][CH2:24]4)=[CH:21][C:16]([C:17]([OH:19])=[O:18])=[CH:15][N:14]=3)[CH2:8][CH:7]3[CH2:9][CH:3]([CH2:4][CH:5]([CH2:6]3)[CH2:10]1)[CH2:2]2, predict the reactants needed to synthesize it. (5) Given the product [C:18]([C:17]1[N:13]([CH3:12])[C:14]([C:2]2[CH:7]=[CH:6][C:5]([NH:8][C:9]#[N:10])=[CH:4][C:3]=2[CH3:11])=[CH:15][CH:16]=1)#[N:19], predict the reactants needed to synthesize it. The reactants are: Br[C:2]1[CH:7]=[CH:6][C:5]([NH:8][C:9]#[N:10])=[CH:4][C:3]=1[CH3:11].[CH3:12][N:13]1[C:17]([C:18]#[N:19])=[CH:16][CH:15]=[C:14]1B(O)O.C(=O)([O-])[O-].[K+].[K+].C(P(C(C)(C)C)C(C)(C)C)(C)(C)C.[Br-].